This data is from Catalyst prediction with 721,799 reactions and 888 catalyst types from USPTO. The task is: Predict which catalyst facilitates the given reaction. (1) Reactant: [OH:1][C:2]1([C:13]2[S:14][CH:15]=[CH:16][N:17]=2)[CH2:7][CH2:6][CH:5]([C:8]([O-:10])=[O:9])[C:4]([CH3:12])([CH3:11])[CH2:3]1.[OH-].[Na+].Cl. Product: [OH:1][C:2]1([C:13]2[S:14][CH:15]=[CH:16][N:17]=2)[CH2:7][CH2:6][CH:5]([C:8]([OH:10])=[O:9])[C:4]([CH3:11])([CH3:12])[CH2:3]1. The catalyst class is: 5. (2) Reactant: [CH3:1][O:2][C:3]([C:5]1[CH:10]=[C:9]([NH2:11])[N:8]=[C:7](Cl)[N:6]=1)=[O:4].[Cl:13][C:14]1[CH:19]=[CH:18][C:17](B(O)O)=[C:16]([F:23])[C:15]=1[O:24][CH3:25]. Product: [CH3:1][O:2][C:3]([C:5]1[CH:10]=[C:9]([NH2:11])[N:8]=[C:7]([C:17]2[CH:18]=[CH:19][C:14]([Cl:13])=[C:15]([O:24][CH3:25])[C:16]=2[F:23])[N:6]=1)=[O:4]. The catalyst class is: 600. (3) The catalyst class is: 3. Product: [CH3:17][N+:18]([CH3:21])=[CH:19][Cl:20].[Cl-:3].[CH:17]([C:11]1[NH:10][CH:9]=[C:8]([C:12]([O:14][CH2:15][CH3:16])=[O:13])[C:7]=1[CH3:6])=[O:23]. Reactant: O=P(Cl)(Cl)[Cl:3].[CH3:6][C:7]1[C:8]([C:12]([O:14][CH2:15][CH3:16])=[O:13])=[CH:9][NH:10][CH:11]=1.[CH3:17][N+:18]([CH3:21])=[CH:19][Cl:20].[Cl-].[OH-:23].[Na+]. (4) Reactant: [Cl:1][C:2]1[C:3]([F:12])=[C:4]([S:8](Cl)(=[O:10])=[O:9])[CH:5]=[CH:6][CH:7]=1.[CH3:13][O:14][C:15]1[C:16]([NH2:21])=[N:17][CH:18]=[CH:19][N:20]=1. Product: [Cl:1][C:2]1[C:3]([F:12])=[C:4]([S:8]([NH:21][C:16]2[C:15]([O:14][CH3:13])=[N:20][CH:19]=[CH:18][N:17]=2)(=[O:10])=[O:9])[CH:5]=[CH:6][CH:7]=1. The catalyst class is: 13. (5) Reactant: CS(C)=O.C(N(CC)CC)C.[OH:12][CH2:13][CH2:14][CH2:15][CH2:16][CH2:17][CH2:18][CH2:19][CH2:20][CH2:21][N:22]1[CH2:40][CH2:39][C:25]2([O:30][CH2:29][CH2:28][N:27]([C:31]([C:33]3[N:34]=[C:35]([CH3:38])[S:36][CH:37]=3)=[O:32])[CH2:26]2)[CH2:24][CH2:23]1.S(=O)(=O)=O.N1C=CC=CC=1. Product: [CH3:38][C:35]1[S:36][CH:37]=[C:33]([C:31]([N:27]2[CH2:26][C:25]3([CH2:39][CH2:40][N:22]([CH2:21][CH2:20][CH2:19][CH2:18][CH2:17][CH2:16][CH2:15][CH2:14][CH:13]=[O:12])[CH2:23][CH2:24]3)[O:30][CH2:29][CH2:28]2)=[O:32])[N:34]=1. The catalyst class is: 614. (6) Reactant: CCN(C(C)C)C(C)C.[CH:10]1([C:15]2[C:20]([C:21]([O:23][CH3:24])=[O:22])=[CH:19][N:18]=[C:17](S(C)(=O)=O)[N:16]=2)[CH2:14][CH2:13][CH2:12][CH2:11]1.Cl.[O:30]1[CH2:34][CH2:33][C@H:32]([NH2:35])[CH2:31]1. Product: [CH:10]1([C:15]2[C:20]([C:21]([O:23][CH3:24])=[O:22])=[CH:19][N:18]=[C:17]([NH:35][C@H:32]3[CH2:33][CH2:34][O:30][CH2:31]3)[N:16]=2)[CH2:14][CH2:13][CH2:12][CH2:11]1. The catalyst class is: 1. (7) Reactant: [NH2:1][C:2]1[CH:7]=[CH:6][C:5]([S:8]([NH:11][C:12]2[CH:13]=[CH:14][C:15]3[CH2:19][O:18][B:17]([OH:20])[C:16]=3[CH:21]=2)(=[O:10])=[O:9])=[C:4]([CH2:22][NH2:23])[CH:3]=1.Cl[C:25]([O:27][CH2:28][CH3:29])=[O:26]. Product: [NH2:1][C:2]1[CH:7]=[CH:6][C:5]([S:8](=[O:9])(=[O:10])[NH:11][C:12]2[CH:13]=[CH:14][C:15]3[CH2:19][O:18][B:17]([OH:20])[C:16]=3[CH:21]=2)=[C:4]([CH:3]=1)[CH2:22][NH:23][C:25](=[O:26])[O:27][CH2:28][CH3:29]. The catalyst class is: 1.